From a dataset of Catalyst prediction with 721,799 reactions and 888 catalyst types from USPTO. Predict which catalyst facilitates the given reaction. (1) Reactant: [CH2:1]([O:3][C:4](=[O:25])[CH:5]=[C:6]1[CH2:9][C:8]2([CH2:14][CH2:13][N:12](C(OCC3C=CC=CC=3)=O)[CH2:11][CH2:10]2)[CH2:7]1)[CH3:2]. Product: [CH2:7]1[C:8]2([CH2:10][CH2:11][NH:12][CH2:13][CH2:14]2)[CH2:9][CH:6]1[CH2:5][C:4]([O:3][CH2:1][CH3:2])=[O:25]. The catalyst class is: 29. (2) Reactant: [CH3:1][C:2]([O:5][C:6]([N:8]1[CH2:13][CH2:12][CH:11]([CH2:14][C:15]2[CH:16]=[C:17]([CH:21]=[CH:22][CH:23]=2)C(O)=O)[CH2:10][CH2:9]1)=[O:7])([CH3:4])[CH3:3].[NH2:24][CH2:25][C:26]1[CH:27]=[CH:28][C:29]([F:56])=[C:30]([C:32]2[CH:37]=[CH:36][CH:35]=[C:34]([CH2:38][N:39]3[CH2:44][CH2:43][N:42]([C:45]([O:47][CH2:48][C:49]4[CH:54]=[CH:53][CH:52]=[CH:51][CH:50]=4)=[O:46])[C@@H:41]([CH3:55])[CH2:40]3)[CH:33]=2)[CH:31]=1.CCN(C(C)C)C(C)C.CN([C:69]([O:73]N1N=NC2C=CC=NC1=2)=[N+](C)C)C.F[P-](F)(F)(F)(F)F.C1C=CC2N(O)N=NC=2C=1.C([O-])([O-])=O.[Na+].[Na+]. Product: [CH3:4][C:2]([O:5][C:6]([N:8]1[CH2:9][CH2:10][CH:11]([CH2:14][C:15]2[CH:16]=[C:17]([C:69]([NH:24][CH2:25][C:26]3[CH:27]=[CH:28][C:29]([F:56])=[C:30]([C:32]4[CH:37]=[CH:36][CH:35]=[C:34]([CH2:38][N:39]5[CH2:44][CH2:43][N:42]([C:45]([O:47][CH2:48][C:49]6[CH:54]=[CH:53][CH:52]=[CH:51][CH:50]=6)=[O:46])[C@@H:41]([CH3:55])[CH2:40]5)[CH:33]=4)[CH:31]=3)=[O:73])[CH:21]=[CH:22][CH:23]=2)[CH2:12][CH2:13]1)=[O:7])([CH3:1])[CH3:3]. The catalyst class is: 31. (3) Reactant: [Cl:1][C:2]1[C:3]([O:29][C@H:30]2[CH2:34][CH2:33][CH2:32][C@@H:31]2[C:35]2[N:39]([CH3:40])[N:38]=[CH:37][CH:36]=2)=[CH:4][C:5]([F:28])=[C:6]([S:8]([N:11](CC2C=CC(OC)=CC=2OC)[C:12]2[S:13][CH:14]=[N:15][N:16]=2)(=[O:10])=[O:9])[CH:7]=1.C([SiH](CC)CC)C.FC(F)(F)C(O)=O. Product: [Cl:1][C:2]1[C:3]([O:29][C@H:30]2[CH2:34][CH2:33][CH2:32][C@@H:31]2[C:35]2[N:39]([CH3:40])[N:38]=[CH:37][CH:36]=2)=[CH:4][C:5]([F:28])=[C:6]([S:8]([NH:11][C:12]2[S:13][CH:14]=[N:15][N:16]=2)(=[O:9])=[O:10])[CH:7]=1. The catalyst class is: 4. (4) Reactant: [NH2:1][C:2]1[CH:10]=[CH:9][C:8]([Br:11])=[CH:7][C:3]=1[C:4]([NH2:6])=[O:5].[C:12]([NH:19][C@@H:20]([C:25](O)=[O:26])[CH2:21][CH:22]([CH3:24])[CH3:23])([O:14][C:15]([CH3:18])([CH3:17])[CH3:16])=[O:13].CN(C(ON1N=NC2C=CC=NC1=2)=[N+](C)C)C.F[P-](F)(F)(F)(F)F.O. Product: [C:15]([O:14][C:12](=[O:13])[NH:19][C@H:20]([CH2:21][CH:22]([CH3:23])[CH3:24])[C:25]([NH:1][C:2]1[CH:10]=[CH:9][C:8]([Br:11])=[CH:7][C:3]=1[C:4](=[O:5])[NH2:6])=[O:26])([CH3:18])([CH3:17])[CH3:16]. The catalyst class is: 139. (5) Reactant: [Br:1][C:2]1[CH:7]=[N:6][CH:5]=[C:4]2[S:8][C:9]([C:11]([O:13][CH3:14])=[O:12])=[CH:10][C:3]=12.ClC1C=C(C=CC=1)C(OO)=[O:20]. Product: [Br:1][C:2]1[CH:7]=[N+:6]([O-:20])[CH:5]=[C:4]2[S:8][C:9]([C:11]([O:13][CH3:14])=[O:12])=[CH:10][C:3]=12. The catalyst class is: 2.